Dataset: Reaction yield outcomes from USPTO patents with 853,638 reactions. Task: Predict the reaction yield, written as a fraction of the theoretical maximum amount of product (1.0 means a 100% yield; for example, 0.34 means a 34% yield). (1) The reactants are [N:1]1[CH:6]=[CH:5][CH:4]=[N:3][C:2]=1[CH2:7][O:8][C:9]1[CH:14]=[CH:13][NH:12][C:11](=[O:15])[CH:10]=1.Br[C:17]1[CH:18]=[CH:19][C:20]2[C:21]3[CH2:30][N:29]([C:31]([O:33][C:34]([CH3:37])([CH3:36])[CH3:35])=[O:32])[CH2:28][CH2:27][C:22]=3[N:23]([CH3:26])[C:24]=2[CH:25]=1.OC1C=CC=C2C=1N=CC=C2.C([O-])([O-])=O.[Cs+].[Cs+]. The catalyst is CS(C)=O.[Cu]I. The product is [CH3:26][N:23]1[C:24]2[CH:25]=[C:17]([N:12]3[CH:13]=[CH:14][C:9]([O:8][CH2:7][C:2]4[N:3]=[CH:4][CH:5]=[CH:6][N:1]=4)=[CH:10][C:11]3=[O:15])[CH:18]=[CH:19][C:20]=2[C:21]2[CH2:30][N:29]([C:31]([O:33][C:34]([CH3:37])([CH3:36])[CH3:35])=[O:32])[CH2:28][CH2:27][C:22]1=2. The yield is 0.440. (2) The reactants are [CH2:1](O)[CH3:2].[F:4][C:5]([F:11])([F:10])[S:6]([NH2:9])(=[O:8])=[O:7].[C:12]12([C:22]([OH:24])=[O:23])[CH2:21][CH:16]3[CH2:17][CH:18]([CH2:20][CH:14]([CH2:15]3)[CH2:13]1)[CH2:19]2.C1(C)C=CC(S(O)(=O)=O)=CC=1.C1(C)C=CC=CC=1. The catalyst is C(OCC)(=O)C. The product is [C:12]12([C:22]([O:24][CH2:1][CH2:2][NH:9][S:6]([C:5]([F:11])([F:10])[F:4])(=[O:8])=[O:7])=[O:23])[CH2:21][CH:16]3[CH2:17][CH:18]([CH2:20][CH:14]([CH2:15]3)[CH2:13]1)[CH2:19]2. The yield is 0.750. (3) The catalyst is C1COCC1.C(OCC)C.O. The reactants are Br[C:2]1[C:3]([C:17]([NH:19][CH:20]2[CH2:24][CH2:23][CH2:22][CH2:21]2)=[O:18])=[N:4][O:5][C:6]=1[C:7]1[CH:12]=[CH:11][C:10]([C:13]([F:16])([F:15])[F:14])=[CH:9][CH:8]=1.[Li]CCCC.[CH3:30][C:31]([CH3:33])=[O:32].CC(C)=O.C(=O)=O. The product is [CH:20]1([NH:19][C:17]([C:3]2[C:2]([C:31]([OH:32])([CH3:33])[CH3:30])=[C:6]([C:7]3[CH:12]=[CH:11][C:10]([C:13]([F:16])([F:15])[F:14])=[CH:9][CH:8]=3)[O:5][N:4]=2)=[O:18])[CH2:24][CH2:23][CH2:22][CH2:21]1. The yield is 0.0600. (4) The reactants are [O:1]=[C:2]1[NH:8][C:7]2[C:9]3[C:14]([CH:15]=[CH:16][C:6]=2[N:5]([C:17]2[CH:22]=[CH:21][C:20]([N:23]4[C:27]([CH2:28][CH2:29][C:30]5[CH:31]=[C:32]([CH:35]=[CH:36][CH:37]=5)[C:33]#[N:34])=[N:26][N:25]=[N:24]4)=[CH:19][CH:18]=2)[C:4](=[O:38])[CH2:3]1)=[CH:13][CH:12]=[CH:11][CH:10]=3.[OH-:39].[Na+]. The catalyst is C(Cl)(Cl)Cl. The yield is 0.730. The product is [O:1]=[C:2]1[NH:8][C:7]2[C:9]3[C:14]([CH:15]=[CH:16][C:6]=2[N:5]([C:17]2[CH:22]=[CH:21][C:20]([N:23]4[C:27]([CH2:28][CH2:29][C:30]5[CH:31]=[C:32]([CH:35]=[CH:36][CH:37]=5)[C:33]([NH2:34])=[O:39])=[N:26][N:25]=[N:24]4)=[CH:19][CH:18]=2)[C:4](=[O:38])[CH2:3]1)=[CH:13][CH:12]=[CH:11][CH:10]=3. (5) The reactants are [CH3:1][O:2][C:3](=[O:11])[C:4]1[CH:9]=[CH:8][CH:7]=[CH:6][C:5]=1[CH3:10].[Br:12]NC(=O)CCC(N)=O. The catalyst is C(Cl)(Cl)(Cl)Cl.C(OOC(=O)C1C=CC=CC=1)(=O)C1C=CC=CC=1. The product is [CH3:1][O:2][C:3](=[O:11])[C:4]1[CH:9]=[CH:8][CH:7]=[CH:6][C:5]=1[CH2:10][Br:12]. The yield is 0.870. (6) The reactants are [CH2:1]([N:4]([S:24]([C:27]1[CH:35]=[C:34]2[C:30]([C:31]([Cl:45])=[CH:32][N:33]2S(C2C=CC=CC=2)(=O)=O)=[CH:29][CH:28]=1)(=[O:26])=[O:25])[CH2:5][CH2:6][NH:7][C:8]([CH:10]1[CH2:15][CH2:14][N:13]([C:16]2[CH:21]=[CH:20][C:19](=[O:22])[N:18]([CH3:23])[N:17]=2)[CH2:12][CH2:11]1)=[O:9])[CH:2]=[CH2:3].[F-].C([N+](CCCC)(CCCC)CCCC)CCC. The catalyst is O1CCCC1. The product is [CH2:1]([N:4]([S:24]([C:27]1[CH:35]=[C:34]2[C:30]([C:31]([Cl:45])=[CH:32][NH:33]2)=[CH:29][CH:28]=1)(=[O:26])=[O:25])[CH2:5][CH2:6][NH:7][C:8]([CH:10]1[CH2:15][CH2:14][N:13]([C:16]2[CH:21]=[CH:20][C:19](=[O:22])[N:18]([CH3:23])[N:17]=2)[CH2:12][CH2:11]1)=[O:9])[CH:2]=[CH2:3]. The yield is 0.620. (7) The reactants are [C:1]([NH:4][CH2:5][CH2:6][C:7]1[CH:12]=[CH:11][CH:10]=[C:9]([NH2:13])[CH:8]=1)(=[O:3])[CH3:2].Cl[C:15]([O:17][CH2:18][CH3:19])=[O:16].O. The catalyst is N1C=CC=CC=1. The product is [C:1]([NH:4][CH2:5][CH2:6][C:7]1[CH:12]=[CH:11][CH:10]=[C:9]([NH:13][C:15]([O:17][CH2:18][CH3:19])=[O:16])[CH:8]=1)(=[O:3])[CH3:2]. The yield is 0.970. (8) The yield is 0.910. The catalyst is C(O)(=O)C. The product is [Br:25][C:8]1[C:7]([CH3:9])=[C:6]([NH:10][C:11](=[O:17])[O:12][C:13]([CH3:14])([CH3:15])[CH3:16])[C:5]([CH3:18])=[C:4]([CH3:19])[C:3]=1[O:2][CH3:1]. The reactants are [CH3:1][O:2][C:3]1[CH:8]=[C:7]([CH3:9])[C:6]([NH:10][C:11](=[O:17])[O:12][C:13]([CH3:16])([CH3:15])[CH3:14])=[C:5]([CH3:18])[C:4]=1[CH3:19].C([O-])(=O)C.[Na+].[Br:25]Br.O.